Task: Predict the reaction yield, written as a fraction of the theoretical maximum amount of product (1.0 means a 100% yield; for example, 0.34 means a 34% yield).. Dataset: Reaction yield outcomes from USPTO patents with 853,638 reactions (1) The reactants are [NH:1]1[CH:5]=[CH:4][CH:3]=[CH:2]1.I[C:7]1[CH:8]=[C:9]([CH3:14])[CH:10]=[C:11]([CH3:13])[CH:12]=1.[CH3:15][CH2:16][CH2:17][CH2:18][CH2:19][CH3:20].C(O[CH2:25][CH3:26])(=O)C. No catalyst specified. The product is [CH3:13][C:11]1[CH:12]=[C:7]([C:26]2[C:25]3[NH:1][C:2]4[C:19](=[CH:20][CH:5]=[CH:4][CH:3]=4)[C:18]=3[CH:17]=[CH:16][CH:15]=2)[CH:8]=[C:9]([CH3:14])[CH:10]=1. The yield is 0.990. (2) The reactants are [CH3:1][O:2][C:3]1[CH:35]=[C:34]([O:36][CH3:37])[CH:33]=[CH:32][C:4]=1[CH2:5][N:6]1[C:26]2[C:15]3=[CH:16][C:17]4[CH:18]=[C:19]([CH2:24][OH:25])[N:20]([CH3:23])[C:21]=4[CH:22]=[C:14]3[CH2:13][CH2:12][CH2:11][C:10]=2[CH:9]=[C:8]([C:27]([O:29]C)=[O:28])[C:7]1=[O:31].[Li+].[OH-].Cl. The catalyst is C1COCC1. The product is [CH3:1][O:2][C:3]1[CH:35]=[C:34]([O:36][CH3:37])[CH:33]=[CH:32][C:4]=1[CH2:5][N:6]1[C:26]2[C:15]3=[CH:16][C:17]4[CH:18]=[C:19]([CH2:24][OH:25])[N:20]([CH3:23])[C:21]=4[CH:22]=[C:14]3[CH2:13][CH2:12][CH2:11][C:10]=2[CH:9]=[C:8]([C:27]([OH:29])=[O:28])[C:7]1=[O:31]. The yield is 1.00. (3) The reactants are [OH:1][C:2]1([C:13]2[CH:18]=[CH:17][CH:16]=[CH:15][C:14]=2[CH3:19])[CH2:5][N:4]([C:6]([O:8][C:9]([CH3:12])([CH3:11])[CH3:10])=[O:7])[CH2:3]1.[H-].[Na+].Br[CH2:23][CH:24]1[CH2:26][CH2:25]1.[Cl-].[NH4+]. The catalyst is CN(C)C=O. The product is [CH:24]1([CH2:23][O:1][C:2]2([C:13]3[CH:18]=[CH:17][CH:16]=[CH:15][C:14]=3[CH3:19])[CH2:5][N:4]([C:6]([O:8][C:9]([CH3:12])([CH3:11])[CH3:10])=[O:7])[CH2:3]2)[CH2:26][CH2:25]1. The yield is 0.810. (4) The reactants are Br[C:2]1[N:6]2[C:7]3[CH:19]=[CH:18][CH:17]=[N:16][C:8]=3[NH:9][C:10]3[CH:15]=[CH:14][CH:13]=[CH:12][C:11]=3[C:5]2=[N:4][C:3]=1[C:20]1[CH:25]=[CH:24][CH:23]=[CH:22][CH:21]=1.[CH3:26][C:27]([NH:44][C:45](=[O:51])[O:46][C:47]([CH3:50])([CH3:49])[CH3:48])([C:29]1[CH:34]=[CH:33][C:32](B2OC(C)(C)C(C)(C)O2)=[CH:31][CH:30]=1)[CH3:28].P([O-])([O-])([O-])=O.[K+].[K+].[K+]. The catalyst is O1CCOCC1.O. The product is [CH3:28][C:27]([NH:44][C:45](=[O:51])[O:46][C:47]([CH3:48])([CH3:49])[CH3:50])([C:29]1[CH:30]=[CH:31][C:32]([C:2]2[N:6]3[C:7]4[CH:19]=[CH:18][CH:17]=[N:16][C:8]=4[NH:9][C:10]4[CH:15]=[CH:14][CH:13]=[CH:12][C:11]=4[C:5]3=[N:4][C:3]=2[C:20]2[CH:21]=[CH:22][CH:23]=[CH:24][CH:25]=2)=[CH:33][CH:34]=1)[CH3:26]. The yield is 0.800. (5) The reactants are [Cl:1][C:2]1[CH:7]=[CH:6][C:5]([S:8]([NH:11][CH2:12][C:13]2[CH:22]=[CH:21][C:16]([C:17]([O:19][CH3:20])=[O:18])=[CH:15][CH:14]=2)(=[O:10])=[O:9])=[CH:4][CH:3]=1.Cl.NCC1C=CC(C(OC)=O)=C([F:36])C=1.ClC1C=CC(S(Cl)(=O)=O)=CC=1. No catalyst specified. The product is [Cl:1][C:2]1[CH:7]=[CH:6][C:5]([S:8]([NH:11][CH2:12][C:13]2[CH:14]=[CH:15][C:16]([C:17]([O:19][CH3:20])=[O:18])=[C:21]([F:36])[CH:22]=2)(=[O:10])=[O:9])=[CH:4][CH:3]=1. The yield is 0.920.